Dataset: Merck oncology drug combination screen with 23,052 pairs across 39 cell lines. Task: Regression. Given two drug SMILES strings and cell line genomic features, predict the synergy score measuring deviation from expected non-interaction effect. (1) Drug 1: O=S1(=O)NC2(CN1CC(F)(F)F)C1CCC2Cc2cc(C=CCN3CCC(C(F)(F)F)CC3)ccc2C1. Drug 2: COc1cc(C2c3cc4c(cc3C(OC3OC5COC(C)OC5C(O)C3O)C3COC(=O)C23)OCO4)cc(OC)c1O. Cell line: PA1. Synergy scores: synergy=-2.16. (2) Drug 1: CN(C)C(=N)N=C(N)N. Drug 2: Cn1cc(-c2cnn3c(N)c(Br)c(C4CCCNC4)nc23)cn1. Cell line: SW837. Synergy scores: synergy=-10.6. (3) Drug 1: Nc1ccn(C2OC(CO)C(O)C2(F)F)c(=O)n1. Drug 2: CCc1cnn2c(NCc3ccc[n+]([O-])c3)cc(N3CCCCC3CCO)nc12. Cell line: SW620. Synergy scores: synergy=-6.65. (4) Drug 1: CN(C)C(=N)N=C(N)N. Drug 2: C=CCn1c(=O)c2cnc(Nc3ccc(N4CCN(C)CC4)cc3)nc2n1-c1cccc(C(C)(C)O)n1. Cell line: HCT116. Synergy scores: synergy=1.71. (5) Cell line: NCIH23. Synergy scores: synergy=9.16. Drug 2: CCN(CC)CCNC(=O)c1c(C)[nH]c(C=C2C(=O)Nc3ccc(F)cc32)c1C. Drug 1: O=S1(=O)NC2(CN1CC(F)(F)F)C1CCC2Cc2cc(C=CCN3CCC(C(F)(F)F)CC3)ccc2C1. (6) Drug 1: CS(=O)(=O)CCNCc1ccc(-c2ccc3ncnc(Nc4ccc(OCc5cccc(F)c5)c(Cl)c4)c3c2)o1. Drug 2: CCC1(O)C(=O)OCc2c1cc1n(c2=O)Cc2cc3c(CN(C)C)c(O)ccc3nc2-1. Cell line: COLO320DM. Synergy scores: synergy=-11.5. (7) Drug 1: NC(=O)c1cccc2cn(-c3ccc(C4CCCNC4)cc3)nc12. Drug 2: CCc1c2c(nc3ccc(O)cc13)-c1cc3c(c(=O)n1C2)COC(=O)C3(O)CC. Cell line: LNCAP. Synergy scores: synergy=6.53.